Dataset: Catalyst prediction with 721,799 reactions and 888 catalyst types from USPTO. Task: Predict which catalyst facilitates the given reaction. Reactant: [Cl:1][C:2]1[C:11]2[C:6](=[C:7]([Cl:13])[CH:8]=[C:9]([F:12])[CH:10]=2)[N:5]=[CH:4][C:3]=1[CH:14]=[O:15].[CH3:16][Mg]Br.CCOCC. Product: [Cl:1][C:2]1[C:11]2[C:6](=[C:7]([Cl:13])[CH:8]=[C:9]([F:12])[CH:10]=2)[N:5]=[CH:4][C:3]=1[CH:14]([OH:15])[CH3:16]. The catalyst class is: 1.